This data is from Reaction yield outcomes from USPTO patents with 853,638 reactions. The task is: Predict the reaction yield, written as a fraction of the theoretical maximum amount of product (1.0 means a 100% yield; for example, 0.34 means a 34% yield). (1) The reactants are [N:1]1[CH:6]=[CH:5][CH:4]=[C:3]([S:7](Cl)(=[O:9])=[O:8])[CH:2]=1.[CH3:11][C:12]1([CH3:30])[C:21]2[C:16](=[CH:17][CH:18]=[C:19]([CH3:22])[CH:20]=2)[NH:15][CH:14]([C:23]2[CH:24]=[C:25]([NH2:29])[CH:26]=[CH:27][CH:28]=2)[CH2:13]1.N1C=CC=CC=1. The catalyst is ClCCl. The product is [CH3:11][C:12]1([CH3:30])[C:21]2[C:16](=[CH:17][CH:18]=[C:19]([CH3:22])[CH:20]=2)[NH:15][CH:14]([C:23]2[CH:24]=[C:25]([NH:29][S:7]([C:3]3[CH:2]=[N:1][CH:6]=[CH:5][CH:4]=3)(=[O:9])=[O:8])[CH:26]=[CH:27][CH:28]=2)[CH2:13]1. The yield is 0.137. (2) The reactants are [O:1]1[CH:5]=[CH:4][CH:3]=[C:2]1[C:6]([N:8]1[C:17]2[C:12](=[CH:13][CH:14]=[CH:15][CH:16]=2)[C@H:11]([NH:18][C:19]2[CH:24]=[CH:23][CH:22]=[CH:21][CH:20]=2)[CH2:10][C@@H:9]1[CH3:25])=[O:7].C(N(C(C)C)CC)(C)C.[C:35](Cl)(=[O:37])[CH3:36].O. The catalyst is C(Cl)Cl. The product is [O:1]1[CH:5]=[CH:4][CH:3]=[C:2]1[C:6]([N:8]1[C:17]2[C:12](=[CH:13][CH:14]=[CH:15][CH:16]=2)[C@H:11]([N:18]([C:19]2[CH:24]=[CH:23][CH:22]=[CH:21][CH:20]=2)[C:35](=[O:37])[CH3:36])[CH2:10][C@@H:9]1[CH3:25])=[O:7]. The yield is 0.570. (3) The reactants are [OH:1][C:2]1[CH:3]=[C:4]2[C:9](=[O:10])[O:8][C:6](=[O:7])[C:5]2=[CH:11][CH:12]=1.Br[CH2:14][CH2:15][CH2:16][CH2:17][CH2:18][CH2:19][CH2:20][CH2:21][CH2:22][CH2:23][CH2:24][N:25]([CH3:30])[C:26](=[O:29])[CH:27]=[CH2:28].C(=O)([O-])[O-:32].[K+].[K+].O. The catalyst is CN(C)C=O.C(O)C.CC(C)=O. The product is [C:26]([N:25]([CH3:30])[CH2:24][CH2:23][CH2:22][CH2:21][CH2:20][CH2:19][CH2:18][CH2:17][CH2:16][CH2:15][CH2:14][O:1][C:2]1[CH:3]=[C:4]([C:9]([OH:8])=[O:10])[C:5](=[CH:11][CH:12]=1)[C:6]([OH:32])=[O:7])(=[O:29])[CH:27]=[CH2:28]. The yield is 0.220. (4) The reactants are [C:1]1([S:7]([C:10]2[CH:11]=[C:12]3[C:17](=[CH:18][CH:19]=2)[CH:16]([CH2:20][NH2:21])[CH2:15][CH2:14][CH2:13]3)(=[O:9])=[O:8])[CH:6]=[CH:5][CH:4]=[CH:3][CH:2]=1.I.CS[C:25]1[NH:26][CH2:27][CH2:28][N:29]=1. The catalyst is C(Cl)Cl. The product is [C:1]1([S:7]([C:10]2[CH:11]=[C:12]3[C:17](=[CH:18][CH:19]=2)[CH:16]([CH2:20][NH:21][C:25]2[NH:29][CH2:28][CH2:27][N:26]=2)[CH2:15][CH2:14][CH2:13]3)(=[O:9])=[O:8])[CH:2]=[CH:3][CH:4]=[CH:5][CH:6]=1. The yield is 0.470. (5) The reactants are [CH3:1][S:2]([CH2:5][C:6]([OH:8])=O)(=[O:4])=[O:3].O1CCCC1.C(Cl)(=O)C(Cl)=O.Cl.[NH2:21][C:22]1[N:23]=[C:24]2[CH:29]=[CH:28][C:27]([O:30][C:31]3[CH:32]=[CH:33][C:34]([CH3:47])=[C:35]([NH:37][C:38]([C:40]4[N:44]([CH3:45])[N:43]=[C:42]([CH3:46])[CH:41]=4)=[O:39])[CH:36]=3)=[N:26][N:25]2[CH:48]=1. The catalyst is CN(C)C=O.CN(C)C(=O)C. The product is [CH3:45][N:44]1[C:40]([C:38]([NH:37][C:35]2[CH:36]=[C:31]([O:30][C:27]3[CH:28]=[CH:29][C:24]4[N:25]([CH:48]=[C:22]([NH:21][C:6](=[O:8])[CH2:5][S:2]([CH3:1])(=[O:4])=[O:3])[N:23]=4)[N:26]=3)[CH:32]=[CH:33][C:34]=2[CH3:47])=[O:39])=[CH:41][C:42]([CH3:46])=[N:43]1. The yield is 0.380. (6) The reactants are CC1(C)C(C)(C)OB([C:9]2[CH:10]=[N:11][N:12]([CH:14]3[CH2:19][CH2:18][N:17]([C:20]([O:22][C:23]([CH3:26])([CH3:25])[CH3:24])=[O:21])[CH2:16][CH2:15]3)[CH:13]=2)O1.Cl[C:29]1[CH:34]=[N:33][N:32]2[C:35]([C:38]3[CH:39]=[C:40]([NH:44][C:45]([NH:47][CH2:48][C:49]([F:52])([F:51])[F:50])=[O:46])[CH:41]=[CH:42][CH:43]=3)=[CH:36][N:37]=[C:31]2[CH:30]=1.C(=O)([O-])[O-].[Na+].[Na+]. The catalyst is O1CCOCC1.O.C(OCC)(=O)C.C1C=CC([P]([Pd]([P](C2C=CC=CC=2)(C2C=CC=CC=2)C2C=CC=CC=2)([P](C2C=CC=CC=2)(C2C=CC=CC=2)C2C=CC=CC=2)[P](C2C=CC=CC=2)(C2C=CC=CC=2)C2C=CC=CC=2)(C2C=CC=CC=2)C2C=CC=CC=2)=CC=1. The product is [F:52][C:49]([F:50])([F:51])[CH2:48][NH:47][C:45]([NH:44][C:40]1[CH:39]=[C:38]([C:35]2[N:32]3[N:33]=[CH:34][C:29]([C:9]4[CH:10]=[N:11][N:12]([CH:14]5[CH2:15][CH2:16][N:17]([C:20]([O:22][C:23]([CH3:24])([CH3:25])[CH3:26])=[O:21])[CH2:18][CH2:19]5)[CH:13]=4)=[CH:30][C:31]3=[N:37][CH:36]=2)[CH:43]=[CH:42][CH:41]=1)=[O:46]. The yield is 0.825.